From a dataset of Catalyst prediction with 721,799 reactions and 888 catalyst types from USPTO. Predict which catalyst facilitates the given reaction. (1) Reactant: Br[C:2]1[CH:3]=[C:4]2[C:9](=[C:10]([CH2:12][O:13][CH2:14][C:15]3([C:28]4[CH:33]=[CH:32][CH:31]=[CH:30][CH:29]=4)[CH2:20][CH2:19][N:18](C(OC(C)(C)C)=O)[CH2:17][CH2:16]3)[CH:11]=1)[N:8]=[CH:7][CH:6]=[CH:5]2.C(OCC)(=O)C.FC(F)(F)C(O)=O.C(Cl)Cl. Product: [C:28]1([C:15]2([CH2:14][O:13][CH2:12][C:10]3[CH:11]=[CH:2][CH:3]=[C:4]4[C:9]=3[N:8]=[CH:7][CH:6]=[CH:5]4)[CH2:20][CH2:19][NH:18][CH2:17][CH2:16]2)[CH:33]=[CH:32][CH:31]=[CH:30][CH:29]=1. The catalyst class is: 43. (2) Reactant: C([O:4][CH2:5][C:6]1[O:10][N:9]=[C:8]([C:11]2[CH:16]=[CH:15][CH:14]=[C:13]([N:17]3[CH2:26][C@H:25]4[N:21]([CH2:22][CH2:23][CH2:24]4)[C:20]4[N:27]=[C:28]([S:31][CH3:32])[N:29]=[CH:30][C:19]=4[C:18]3=[O:33])[CH:12]=2)[N:7]=1)(=O)C.[OH-].[Na+]. Product: [OH:4][CH2:5][C:6]1[O:10][N:9]=[C:8]([C:11]2[CH:12]=[C:13]([N:17]3[CH2:26][C@H:25]4[N:21]([CH2:22][CH2:23][CH2:24]4)[C:20]4[N:27]=[C:28]([S:31][CH3:32])[N:29]=[CH:30][C:19]=4[C:18]3=[O:33])[CH:14]=[CH:15][CH:16]=2)[N:7]=1. The catalyst class is: 8. (3) Product: [Cl:1][C:2]1[CH:3]=[C:4]([C:13]([OH:15])=[O:14])[C:5](=[O:12])[N:6]([CH:9]([CH3:11])[CH3:10])[C:7]=1[CH3:8]. The catalyst class is: 83. Reactant: [Cl:1][C:2]1[CH:3]=[C:4]([C:13]([O:15]CC)=[O:14])[C:5](=[O:12])[N:6]([CH:9]([CH3:11])[CH3:10])[C:7]=1[CH3:8].[OH-].[Na+]. (4) Reactant: [OH-].[K+].[NH:3]1[CH2:8][CH2:7][C:6](=[O:9])[CH2:5][C:4]1=[O:10].Br[CH2:12][C:13](=[O:19])[C:14]([O:16][CH2:17][CH3:18])=[O:15]. Product: [OH:19][C:13]1([C:14]([O:16][CH2:17][CH3:18])=[O:15])[C:5]2[C:4](=[O:10])[NH:3][CH2:8][CH2:7][C:6]=2[O:9][CH2:12]1. The catalyst class is: 5.